This data is from Forward reaction prediction with 1.9M reactions from USPTO patents (1976-2016). The task is: Predict the product of the given reaction. (1) Given the reactants [CH3:1][O:2][C:3]1[C:19]([NH2:20])=[CH:18][C:6]2[CH2:7][CH2:8][CH2:9][CH:10]([N:12]3[CH2:17][CH2:16][O:15][CH2:14][CH2:13]3)[CH2:11][C:5]=2[CH:4]=1.CS([C:24]1[N:29]=[CH:28][C:27]2=[CH:30][CH:31]=[C:32]([C:33]3[CH:38]=[CH:37][CH:36]=[CH:35][C:34]=3[O:39][CH3:40])[N:26]2[N:25]=1)=O, predict the reaction product. The product is: [CH3:1][O:2][C:3]1[C:19]([NH:20][C:24]2[N:29]=[CH:28][C:27]3=[CH:30][CH:31]=[C:32]([C:33]4[CH:38]=[CH:37][CH:36]=[CH:35][C:34]=4[O:39][CH3:40])[N:26]3[N:25]=2)=[CH:18][C:6]2[CH2:7][CH2:8][CH2:9][CH:10]([N:12]3[CH2:13][CH2:14][O:15][CH2:16][CH2:17]3)[CH2:11][C:5]=2[CH:4]=1. (2) Given the reactants Cl.Cl.[NH:3]1[CH2:8][CH2:7][NH:6][CH2:5][C@H:4]1[C:9]([OH:11])=[O:10].[C:12](=[O:15])([O-:14])[O-].[Na+].[Na+].[CH3:18][C:19]([O:22][C:23](O[C:23]([O:22][C:19]([CH3:21])([CH3:20])[CH3:18])=[O:24])=[O:24])([CH3:21])[CH3:20], predict the reaction product. The product is: [C:19]([O:14][C:12]([N:3]1[CH2:8][CH2:7][N:6]([C:23]([O:22][C:19]([CH3:21])([CH3:18])[CH3:20])=[O:24])[CH2:5][C@H:4]1[C:9]([OH:11])=[O:10])=[O:15])([CH3:21])([CH3:20])[CH3:18].